Dataset: Catalyst prediction with 721,799 reactions and 888 catalyst types from USPTO. Task: Predict which catalyst facilitates the given reaction. (1) Reactant: [F:1][C:2]1[CH:24]=[CH:23][CH:22]=[CH:21][C:3]=1[CH2:4][N:5]1[C:9]2=[N:10][C:11]([C:14]([F:17])([F:16])[F:15])=[CH:12][CH:13]=[C:8]2[C:7]([C:18](=[NH:20])[NH2:19])=[N:6]1.O.[NH2:26]N. Product: [F:1][C:2]1[CH:24]=[CH:23][CH:22]=[CH:21][C:3]=1[CH2:4][N:5]1[C:9]2=[N:10][C:11]([C:14]([F:16])([F:17])[F:15])=[CH:12][CH:13]=[C:8]2[C:7]([C:18](=[NH:19])[NH:20][NH2:26])=[N:6]1. The catalyst class is: 8. (2) Reactant: O1CCOCC1.Br[C:8]1[CH:9]=[N:10][C:11]([CH2:14][CH2:15][CH2:16][CH2:17][N:18]2[CH:22]=[CH:21][N:20]=[N:19]2)=[N:12][CH:13]=1.[B:23]1(B2OC(C)(C)C(C)(C)O2)[O:27]C(C)(C)C(C)(C)[O:24]1.C([O-])(=O)C.[K+]. Product: [N:18]1([CH2:17][CH2:16][CH2:15][CH2:14][C:11]2[N:10]=[CH:9][C:8]([B:23]([OH:27])[OH:24])=[CH:13][N:12]=2)[CH:22]=[CH:21][N:20]=[N:19]1. The catalyst class is: 110. (3) Reactant: C(N1C=CN=C1)(N1C=CN=C1)=O.[C:13]([C:15]1([C:18]([OH:20])=O)[CH2:17][CH2:16]1)#[N:14].[NH:21]1[CH2:26][CH2:25][CH2:24][C@@H:23]([NH:27][C:28]2[CH:33]=[CH:32][N:31]=[C:30]([C:34]3[N:38]4[CH:39]=[C:40]([C:43]#[N:44])[CH:41]=[CH:42][C:37]4=[N:36][CH:35]=3)[N:29]=2)[CH2:22]1. Product: [C:13]([C:15]1([C:18]([N:21]2[CH2:26][CH2:25][CH2:24][C@@H:23]([NH:27][C:28]3[CH:33]=[CH:32][N:31]=[C:30]([C:34]4[N:38]5[CH:39]=[C:40]([C:43]#[N:44])[CH:41]=[CH:42][C:37]5=[N:36][CH:35]=4)[N:29]=3)[CH2:22]2)=[O:20])[CH2:17][CH2:16]1)#[N:14]. The catalyst class is: 68. (4) Reactant: [C:1]1(=O)[CH2:6][CH2:5][CH2:4][CH2:3][CH2:2]1.[C:8]([CH2:10][C:11]([O:13]CC)=O)#[N:9].[C:16]([CH2:18][C:19]([NH2:21])=[O:20])#[N:17].C(N(CC)CC)C. Product: [C:16]([CH:18]1[C:1]2([CH2:6][CH2:5][CH2:4][CH2:3][CH2:2]2)[CH:10]([C:8]#[N:9])[C:11](=[O:13])[NH:21][C:19]1=[O:20])#[N:17]. The catalyst class is: 5. (5) Reactant: C(O[C:4]([C:6]1[C:7]2[S:15][CH:14]=[C:13]([CH2:16][O:17][C:18]3[CH:23]=[CH:22][CH:21]=[C:20]([O:24][CH2:25][C:26]4[CH:31]=[CH:30][C:29]([O:32][CH3:33])=[CH:28][CH:27]=4)[CH:19]=3)[C:8]=2[C:9]([NH2:12])=[N:10][CH:11]=1)=[O:5])C.[CH2:34]([CH2:36][NH2:37])[OH:35]. Product: [OH:35][CH2:34][CH2:36][NH:37][C:4]([C:6]1[C:7]2[S:15][CH:14]=[C:13]([CH2:16][O:17][C:18]3[CH:23]=[CH:22][CH:21]=[C:20]([O:24][CH2:25][C:26]4[CH:31]=[CH:30][C:29]([O:32][CH3:33])=[CH:28][CH:27]=4)[CH:19]=3)[C:8]=2[C:9]([NH2:12])=[N:10][CH:11]=1)=[O:5]. The catalyst class is: 16. (6) The catalyst class is: 7. Reactant: [O:1]1[C:6]2[CH:7]=[CH:8][C:9]([CH2:11][OH:12])=[CH:10][C:5]=2[O:4][CH2:3][CH2:2]1.[O:13]=[S:14]1(=[O:37])[C:18]2[CH:19]=[CH:20][CH:21]=[CH:22][C:17]=2[C:16]([NH:23][C@@H:24]([CH2:29][C:30]2[CH:35]=[CH:34][C:33](O)=[CH:32][CH:31]=2)[C:25]([O:27][CH3:28])=[O:26])=[N:15]1.C1(P(C2C=CC=CC=2)C2C=CC=CC=2)C=CC=CC=1.CC(OC(/N=N/C(OC(C)C)=O)=O)C. Product: [O:13]=[S:14]1(=[O:37])[C:18]2[CH:19]=[CH:20][CH:21]=[CH:22][C:17]=2[C:16]([NH:23][C@@H:24]([CH2:29][C:30]2[CH:35]=[CH:34][C:33]([O:12][CH2:11][C:9]3[CH:8]=[CH:7][C:6]4[O:1][CH2:2][CH2:3][O:4][C:5]=4[CH:10]=3)=[CH:32][CH:31]=2)[C:25]([O:27][CH3:28])=[O:26])=[N:15]1. (7) Reactant: [OH-].[Na+].C[O:4][C:5]([C:7]1([C:11]2[CH:16]=[CH:15][C:14]([NH:17][C:18]3[C:23]4[CH2:24][CH2:25][CH2:26][C:22]=4[N:21]=[C:20]([N:27]4[CH2:32][CH2:31][O:30][CH2:29][CH2:28]4)[N:19]=3)=[CH:13][CH:12]=2)[CH2:10][CH2:9][CH2:8]1)=[O:6]. Product: [N:27]1([C:20]2[N:19]=[C:18]([NH:17][C:14]3[CH:13]=[CH:12][C:11]([C:7]4([C:5]([OH:6])=[O:4])[CH2:10][CH2:9][CH2:8]4)=[CH:16][CH:15]=3)[C:23]3[CH2:24][CH2:25][CH2:26][C:22]=3[N:21]=2)[CH2:28][CH2:29][O:30][CH2:31][CH2:32]1. The catalyst class is: 72.